From a dataset of Full USPTO retrosynthesis dataset with 1.9M reactions from patents (1976-2016). Predict the reactants needed to synthesize the given product. (1) Given the product [CH2:1]1[O:21][C:20]2[CH:19]=[CH:18][C:5]([CH2:6][NH:7][C:8]3[C:9]4[S:16][C:15]([C:24]5[CH:25]=[CH:26][O:22][CH:23]=5)=[CH:14][C:10]=4[N:11]=[CH:12][N:13]=3)=[CH:4][C:3]=2[O:2]1, predict the reactants needed to synthesize it. The reactants are: [CH2:1]1[O:21][C:20]2[CH:19]=[CH:18][C:5]([CH2:6][NH:7][C:8]3[C:9]4[S:16][C:15](Br)=[CH:14][C:10]=4[N:11]=[CH:12][N:13]=3)=[CH:4][C:3]=2[O:2]1.[O:22]1[CH:26]=[CH:25][C:24](B(O)O)=[CH:23]1. (2) Given the product [CH3:1][O:2][C:3]1[CH:4]=[C:5]2[C:6](=[CH:7][CH:8]=1)[CH:12]([C:13]1[CH:18]=[CH:17][N:16]=[CH:15][CH:14]=1)[N:11]([C:20]1[CH:25]=[CH:24][CH:23]=[CH:22][CH:21]=1)[CH2:10][CH2:9]2, predict the reactants needed to synthesize it. The reactants are: [CH3:1][O:2][C:3]1[CH:4]=[C:5]([CH2:9][CH2:10][N:11]([C:20]2[CH:25]=[CH:24][CH:23]=[CH:22][CH:21]=2)[C:12](=O)[C:13]2[CH:18]=[CH:17][N:16]=[CH:15][CH:14]=2)[CH:6]=[CH:7][CH:8]=1.